This data is from Catalyst prediction with 721,799 reactions and 888 catalyst types from USPTO. The task is: Predict which catalyst facilitates the given reaction. (1) Reactant: [C:1]1([S:7]([N:10]2[C:14]3[N:15]=[CH:16][N:17]=[C:18]([CH:19]4[CH2:23][CH2:22][CH2:21][CH2:20]4)[C:13]=3[C:12](I)=[CH:11]2)(=[O:9])=[O:8])[CH:6]=[CH:5][CH:4]=[CH:3][CH:2]=1.C([Mg]Cl)(C)C.[C:30]([O:34][C:35](=[O:56])[N:36]([C:48]1[CH:53]=[CH:52][C:51]([CH:54]=[O:55])=[CH:50][N:49]=1)[CH2:37][C:38]1[CH:39]=[N:40][C:41]([C:44]([F:47])([F:46])[F:45])=[CH:42][CH:43]=1)([CH3:33])([CH3:32])[CH3:31]. Product: [C:30]([O:34][C:35](=[O:56])[N:36]([C:48]1[CH:53]=[CH:52][C:51]([CH:54]([C:12]2[C:13]3[C:18]([CH:19]4[CH2:23][CH2:22][CH2:21][CH2:20]4)=[N:17][CH:16]=[N:15][C:14]=3[N:10]([S:7]([C:1]3[CH:6]=[CH:5][CH:4]=[CH:3][CH:2]=3)(=[O:9])=[O:8])[CH:11]=2)[OH:55])=[CH:50][N:49]=1)[CH2:37][C:38]1[CH:39]=[N:40][C:41]([C:44]([F:47])([F:45])[F:46])=[CH:42][CH:43]=1)([CH3:33])([CH3:31])[CH3:32]. The catalyst class is: 7. (2) Reactant: [CH2:1]([CH:8]([C:14](=O)[CH3:15])[C:9](OCC)=[O:10])[C:2]1[CH:7]=[CH:6][CH:5]=[CH:4][CH:3]=1.C(=O)(O)O.[NH2:21][C:22]([NH2:24])=[NH:23]. Product: [NH2:24][C:22]1[N:23]=[C:9]([OH:10])[C:8]([CH2:1][C:2]2[CH:7]=[CH:6][CH:5]=[CH:4][CH:3]=2)=[C:14]([CH3:15])[N:21]=1. The catalyst class is: 8. (3) Reactant: [Cl:1][C:2]1[CH:3]=[C:4]([C:8]2[CH:13]=[CH:12][C:11]([NH:14][CH:15]3[CH2:20][CH2:19][N:18]([C:21]4[N:26]=[CH:25][CH:24]=[CH:23][N:22]=4)[CH2:17][CH2:16]3)=[C:10]([N+:27]([O-])=O)[CH:9]=2)[CH:5]=[CH:6][CH:7]=1. Product: [Cl:1][C:2]1[CH:3]=[C:4]([C:8]2[CH:13]=[CH:12][C:11]([NH:14][CH:15]3[CH2:20][CH2:19][N:18]([C:21]4[N:22]=[CH:23][CH:24]=[CH:25][N:26]=4)[CH2:17][CH2:16]3)=[C:10]([NH2:27])[CH:9]=2)[CH:5]=[CH:6][CH:7]=1. The catalyst class is: 256. (4) Reactant: [Br:1][C:2]1[CH:3]=[C:4]2[C:8](=[CH:9][CH:10]=1)[NH:7][CH2:6][CH2:5]2.O=[C:12]1[CH2:17][CH2:16][N:15]([C:18]([O:20][C:21]([CH3:24])([CH3:23])[CH3:22])=[O:19])[CH2:14][CH2:13]1.[BH-](OC(C)=O)(OC(C)=O)OC(C)=O.[Na+].C([O-])(O)=O.[Na+]. Product: [Br:1][C:2]1[CH:3]=[C:4]2[C:8](=[CH:9][CH:10]=1)[N:7]([CH:12]1[CH2:17][CH2:16][N:15]([C:18]([O:20][C:21]([CH3:24])([CH3:23])[CH3:22])=[O:19])[CH2:14][CH2:13]1)[CH2:6][CH2:5]2. The catalyst class is: 52. (5) Reactant: [Cl:1][C:2]1[CH:3]=[C:4]([N:9]2[CH2:14][CH2:13][N:12]([C:15]([C@H:17]3[CH2:22][N:21]([CH:23]4[CH2:28][CH2:27][C:26]([OH:35])([C:29]5[CH:34]=[CH:33][CH:32]=[CH:31][N:30]=5)[CH2:25][CH2:24]4)[CH2:20][CH2:19][N:18]3C(OC(C)(C)C)=O)=[O:16])[CH2:11][CH2:10]2)[CH:5]=[CH:6][C:7]=1[Cl:8].FC(F)(F)C(O)=O. Product: [Cl:1][C:2]1[CH:3]=[C:4]([N:9]2[CH2:10][CH2:11][N:12]([C:15]([C@@H:17]3[NH:18][CH2:19][CH2:20][N:21]([CH:23]4[CH2:28][CH2:27][C:26]([C:29]5[CH:34]=[CH:33][CH:32]=[CH:31][N:30]=5)([OH:35])[CH2:25][CH2:24]4)[CH2:22]3)=[O:16])[CH2:13][CH2:14]2)[CH:5]=[CH:6][C:7]=1[Cl:8]. The catalyst class is: 4. (6) Reactant: Cl.CN(C)CCCN=C=NCC.[CH3:13][O:14][C:15]1[CH:16]=[C:17]([CH:19]=[CH:20][CH:21]=1)[NH2:18].[F:22][C:23]1[CH:31]=[CH:30][C:26]([C:27](O)=[O:28])=[CH:25][C:24]=1[N+:32]([O-:34])=[O:33].Cl. Product: [F:22][C:23]1[CH:31]=[CH:30][C:26]([C:27]([NH:18][C:17]2[CH:19]=[CH:20][CH:21]=[C:15]([O:14][CH3:13])[CH:16]=2)=[O:28])=[CH:25][C:24]=1[N+:32]([O-:34])=[O:33]. The catalyst class is: 4. (7) Reactant: Br[CH2:2][C:3]1[CH:8]=[C:7]([C:9]([O:11][CH2:12][CH3:13])=[O:10])[CH:6]=[CH:5][C:4]=1[C:14]1[CH:19]=[CH:18][CH:17]=[CH:16][CH:15]=1.[NH:20]1[CH2:25][CH2:24][CH2:23][CH2:22][CH2:21]1.C(=O)([O-])[O-].[K+].[K+].O. Product: [N:20]1([CH2:2][C:3]2[CH:8]=[C:7]([C:9]([O:11][CH2:12][CH3:13])=[O:10])[CH:6]=[CH:5][C:4]=2[C:14]2[CH:19]=[CH:18][CH:17]=[CH:16][CH:15]=2)[CH2:25][CH2:24][CH2:23][CH2:22][CH2:21]1. The catalyst class is: 3. (8) Reactant: [CH2:1]([S:3][C:4]1[CH:5]=[C:6]([CH:18]=[CH:19][CH:20]=1)[O:7][C:8]1[N:16]=[CH:15][C:14]([F:17])=[CH:13][C:9]=1[C:10]([OH:12])=O)[CH3:2].[NH2:21][CH2:22][C:23]1([OH:29])[CH2:28][CH2:27][CH2:26][CH2:25][CH2:24]1.C(N(CC)CC)C.Cl.CN(C)CCCN=C=NCC.ON1C2C=CC=CC=2N=N1. Product: [CH2:1]([S:3][C:4]1[CH:5]=[C:6]([CH:18]=[CH:19][CH:20]=1)[O:7][C:8]1[N:16]=[CH:15][C:14]([F:17])=[CH:13][C:9]=1[C:10]([NH:21][CH2:22][C:23]1([OH:29])[CH2:28][CH2:27][CH2:26][CH2:25][CH2:24]1)=[O:12])[CH3:2]. The catalyst class is: 9. (9) Reactant: [Cl:1][C:2]1[CH:10]=[C:9]([Cl:11])[C:8]([NH:12][C:13]2[C:18]([F:19])=[CH:17][C:16]([F:20])=[CH:15][C:14]=2[Cl:21])=[CH:7][C:3]=1[C:4]([OH:6])=O.S(Cl)(Cl)=O.[CH3:26][N:27]([CH3:35])[CH:28]=[CH:29][C:30]([O:32][CH2:33][CH3:34])=[O:31].C(N(CC)CC)C. Product: [Cl:1][C:2]1[CH:10]=[C:9]([Cl:11])[C:8]([NH:12][C:13]2[C:18]([F:19])=[CH:17][C:16]([F:20])=[CH:15][C:14]=2[Cl:21])=[CH:7][C:3]=1[C:4]([C:29](=[CH:28][N:27]([CH3:35])[CH3:26])[C:30]([O:32][CH2:33][CH3:34])=[O:31])=[O:6]. The catalyst class is: 11. (10) Reactant: [C:1]([O:5][C:6]([N:8]1[CH2:17][CH2:16][C:15]2[C:10](=[CH:11][CH:12]=[CH:13][C:14]=2[OH:18])[CH2:9]1)=[O:7])([CH3:4])([CH3:3])[CH3:2].C([O-])([O-])=O.[K+].[K+].Br[CH2:26][C:27]([O:29][CH2:30][CH3:31])=[O:28]. Product: [C:1]([O:5][C:6]([N:8]1[CH2:17][CH2:16][C:15]2[C:10](=[CH:11][CH:12]=[CH:13][C:14]=2[O:18][CH2:26][C:27]([O:29][CH2:30][CH3:31])=[O:28])[CH2:9]1)=[O:7])([CH3:4])([CH3:2])[CH3:3]. The catalyst class is: 21.